This data is from Full USPTO retrosynthesis dataset with 1.9M reactions from patents (1976-2016). The task is: Predict the reactants needed to synthesize the given product. Given the product [F:38][CH:39]([F:52])[O:40][C:41]1[CH:49]=[CH:48][C:44]([C:45]([N:18]([CH2:19]/[C:20](/[CH3:30])=[CH:21]/[C:22]2[CH:27]=[CH:26][C:25]([F:28])=[CH:24][C:23]=2[F:29])[CH2:17][C@@H:9]2[CH2:10][C@H:11]3[C@H:16]([CH2:15][CH2:14][CH2:13][CH2:12]3)[NH:8]2)=[O:46])=[CH:43][C:42]=1[O:50][CH3:51], predict the reactants needed to synthesize it. The reactants are: C(OC([N:8]1[C@@H:16]2[C@@H:11]([CH2:12][CH2:13][CH2:14][CH2:15]2)[CH2:10][C@H:9]1[CH2:17][NH:18][CH2:19][C:20]([CH3:30])=[CH:21][C:22]1[CH:27]=[CH:26][C:25]([F:28])=[CH:24][C:23]=1[F:29])=O)(C)(C)C.C(N(CC)CC)C.[F:38][CH:39]([F:52])[O:40][C:41]1[CH:49]=[CH:48][C:44]([C:45](Cl)=[O:46])=[CH:43][C:42]=1[O:50][CH3:51].FC(F)(F)C(O)=O.